Dataset: Full USPTO retrosynthesis dataset with 1.9M reactions from patents (1976-2016). Task: Predict the reactants needed to synthesize the given product. (1) Given the product [CH:34]1([NH:40][C:41](=[O:33])[CH:43]([N:10]2[C:5]3[CH:6]=[CH:7][CH:8]=[CH:9][C:4]=3[N:1]=[C:15]2[C:14]2[CH:18]=[CH:19][CH:20]=[C:21]([O:22][CH3:23])[C:13]=2[O:12][CH3:11])[CH2:42][CH2:44][C:64]2[CH:65]=[CH:66][CH:67]=[CH:68][CH:69]=2)[CH2:39][CH2:38][CH2:37][CH2:36][CH2:35]1, predict the reactants needed to synthesize it. The reactants are: [N:1]([C:4]1[CH:9]=[CH:8][CH:7]=[CH:6][C:5]=1[NH2:10])=[N+]=[N-].[CH3:11][O:12][C:13]1[C:21]([O:22][CH3:23])=[CH:20][CH:19]=[CH:18][C:14]=1[C:15](O)=O.C1(CCC=[O:33])C=CC=CC=1.[CH:34]1([N+:40]#[C-:41])[CH2:39][CH2:38][CH2:37][CH2:36][CH2:35]1.[CH:42](N(C(C)C)CC)([CH3:44])[CH3:43].[C:64]1(P([C:64]2[CH:69]=[CH:68][CH:67]=[CH:66][CH:65]=2)[C:64]2[CH:69]=[CH:68][CH:67]=[CH:66][CH:65]=2)[CH:69]=[CH:68][CH:67]=[CH:66][CH:65]=1. (2) Given the product [Cl:1][C:2]1[CH:3]=[C:4]([C@H:9]([NH:11][C:17]([N:41]2[CH2:42][CH2:43][C:37]3[CH:36]=[N:35][C:34]([NH:33][C:31]4[CH:30]=[CH:29][N:28]=[C:27]([O:26][CH2:24][CH3:25])[CH:32]=4)=[N:39][C:38]=3[CH2:40]2)=[O:18])[CH3:10])[CH:5]=[CH:6][C:7]=1[Cl:8], predict the reactants needed to synthesize it. The reactants are: [Cl:1][C:2]1[CH:3]=[C:4]([C@H:9]([NH2:11])[CH3:10])[CH:5]=[CH:6][C:7]=1[Cl:8].C1N=CN([C:17](N2C=NC=C2)=[O:18])C=1.[CH2:24]([O:26][C:27]1[CH:32]=[C:31]([NH:33][C:34]2[N:35]=[CH:36][C:37]3[CH2:43][CH2:42][NH:41][CH2:40][C:38]=3[N:39]=2)[CH:30]=[CH:29][N:28]=1)[CH3:25].CCN(C(C)C)C(C)C. (3) Given the product [C:1]([Si:5]([CH3:7])([CH3:6])[O:8][CH2:9][CH2:10][O:11][C:12]1[C:13]([CH:30]=[O:31])=[C:14]([F:19])[C:15]([Cl:18])=[CH:16][CH:17]=1)([CH3:4])([CH3:2])[CH3:3], predict the reactants needed to synthesize it. The reactants are: [C:1]([Si:5]([O:8][CH2:9][CH2:10][O:11][C:12]1[CH:17]=[CH:16][C:15]([Cl:18])=[C:14]([F:19])[CH:13]=1)([CH3:7])[CH3:6])([CH3:4])([CH3:3])[CH3:2].C(NC(C)C)(C)C.[Li].CN(C)[CH:30]=[O:31].C(O)(=O)C.